From a dataset of NCI-60 drug combinations with 297,098 pairs across 59 cell lines. Regression. Given two drug SMILES strings and cell line genomic features, predict the synergy score measuring deviation from expected non-interaction effect. (1) Drug 1: CNC(=O)C1=CC=CC=C1SC2=CC3=C(C=C2)C(=NN3)C=CC4=CC=CC=N4. Drug 2: CC(C)CN1C=NC2=C1C3=CC=CC=C3N=C2N. Cell line: PC-3. Synergy scores: CSS=-2.13, Synergy_ZIP=1.33, Synergy_Bliss=-0.228, Synergy_Loewe=-2.43, Synergy_HSA=-2.60. (2) Drug 1: C1CN1P(=S)(N2CC2)N3CC3. Drug 2: C1CN(P(=O)(OC1)NCCCl)CCCl. Cell line: HCT-15. Synergy scores: CSS=19.0, Synergy_ZIP=-2.90, Synergy_Bliss=-9.68, Synergy_Loewe=-48.6, Synergy_HSA=-6.05. (3) Drug 1: C(=O)(N)NO. Drug 2: C(CCl)NC(=O)N(CCCl)N=O. Cell line: MCF7. Synergy scores: CSS=-3.20, Synergy_ZIP=0.0820, Synergy_Bliss=-4.67, Synergy_Loewe=-1.94, Synergy_HSA=-4.63. (4) Drug 1: C1=NC2=C(N=C(N=C2N1C3C(C(C(O3)CO)O)O)F)N. Drug 2: COC1=NC(=NC2=C1N=CN2C3C(C(C(O3)CO)O)O)N. Cell line: SW-620. Synergy scores: CSS=1.56, Synergy_ZIP=-0.484, Synergy_Bliss=0.176, Synergy_Loewe=-1.56, Synergy_HSA=-0.922. (5) Drug 1: COC1=CC(=CC(=C1O)OC)C2C3C(COC3=O)C(C4=CC5=C(C=C24)OCO5)OC6C(C(C7C(O6)COC(O7)C8=CC=CS8)O)O. Drug 2: CC1=C(N=C(N=C1N)C(CC(=O)N)NCC(C(=O)N)N)C(=O)NC(C(C2=CN=CN2)OC3C(C(C(C(O3)CO)O)O)OC4C(C(C(C(O4)CO)O)OC(=O)N)O)C(=O)NC(C)C(C(C)C(=O)NC(C(C)O)C(=O)NCCC5=NC(=CS5)C6=NC(=CS6)C(=O)NCCC[S+](C)C)O. Cell line: KM12. Synergy scores: CSS=25.1, Synergy_ZIP=-9.01, Synergy_Bliss=-9.76, Synergy_Loewe=0.0781, Synergy_HSA=0.506. (6) Drug 1: CCCCC(=O)OCC(=O)C1(CC(C2=C(C1)C(=C3C(=C2O)C(=O)C4=C(C3=O)C=CC=C4OC)O)OC5CC(C(C(O5)C)O)NC(=O)C(F)(F)F)O. Drug 2: CC(C)CN1C=NC2=C1C3=CC=CC=C3N=C2N. Cell line: HL-60(TB). Synergy scores: CSS=69.0, Synergy_ZIP=1.26, Synergy_Bliss=1.07, Synergy_Loewe=0.235, Synergy_HSA=0.646. (7) Drug 1: C1=CC(=CC=C1C#N)C(C2=CC=C(C=C2)C#N)N3C=NC=N3. Cell line: NCI-H460. Synergy scores: CSS=55.0, Synergy_ZIP=1.39, Synergy_Bliss=0.958, Synergy_Loewe=-22.7, Synergy_HSA=1.02. Drug 2: CC1CCCC2(C(O2)CC(NC(=O)CC(C(C(=O)C(C1O)C)(C)C)O)C(=CC3=CSC(=N3)C)C)C.